This data is from Full USPTO retrosynthesis dataset with 1.9M reactions from patents (1976-2016). The task is: Predict the reactants needed to synthesize the given product. (1) Given the product [C:3]([OH:2])(=[O:29])[CH3:4].[CH3:1][O:2][C:3]1[CH:4]=[C:5]([NH:15][C:16]2[N:20]=[C:19]3[N:21]=[C:31]4[C:30](=[C:22]([C:23]5[CH:24]=[CH:25][CH:26]=[CH:27][CH:28]=5)[N:18]3[N:17]=2)[CH2:35][CH2:34][CH2:33][CH2:32]4)[CH:6]=[CH:7][C:8]=1[N:9]1[CH:13]=[C:12]([CH3:14])[N:11]=[CH:10]1, predict the reactants needed to synthesize it. The reactants are: [CH3:1][O:2][C:3]1[CH:4]=[C:5]([NH:15][C:16]2[N:20]=[C:19]([NH2:21])[NH:18][N:17]=2)[CH:6]=[CH:7][C:8]=1[N:9]1[CH:13]=[C:12]([CH3:14])[N:11]=[CH:10]1.[C:22]([CH:30]1[CH2:35][CH2:34][CH2:33][CH2:32][C:31]1=O)(=[O:29])[C:23]1[CH:28]=[CH:27][CH:26]=[CH:25][CH:24]=1. (2) The reactants are: C(O)(=O)/C=C/C(O)=O.[CH3:9][N:10]([C@H:25]([CH3:33])[CH2:26][C:27]1[CH:32]=[CH:31][CH:30]=[CH:29][CH:28]=1)[C:11](=[O:24])OC1C=CC=C([C@@H](N(C)C)C)C=1.C[C@H](NC)CC1C=CC=CC=1.C([N:47]1[CH:51]=[CH:50][N:49]=[CH:48]1)([N:47]1[CH:51]=[CH:50][N:49]=[CH:48]1)=O. Given the product [CH3:9][N:10]([C@H:25]([CH3:33])[CH2:26][C:27]1[CH:28]=[CH:29][CH:30]=[CH:31][CH:32]=1)[C:11]([N:47]1[CH:51]=[CH:50][N:49]=[CH:48]1)=[O:24], predict the reactants needed to synthesize it. (3) Given the product [CH3:13][O:12][C:8]1[CH:7]=[N:6][C:5]2[C:10]([N:9]=1)=[CH:11][C:2]([C:15]([O:17][CH2:19][CH3:20])=[O:16])=[CH:3][CH:4]=2, predict the reactants needed to synthesize it. The reactants are: Br[C:2]1[CH:11]=[C:10]2[C:5]([N:6]=[CH:7][C:8]([O:12][CH3:13])=[N:9]2)=[CH:4][CH:3]=1.C[C:15]([O-:17])=[O:16].[Na+].[CH3:19][CH2:20]O.